Dataset: Reaction yield outcomes from USPTO patents with 853,638 reactions. Task: Predict the reaction yield, written as a fraction of the theoretical maximum amount of product (1.0 means a 100% yield; for example, 0.34 means a 34% yield). (1) The reactants are [CH3:1][C:2]12[C:8]([CH3:10])([CH3:9])[C:5]([C:11]([O:13][CH2:14][CH:15]3[CH:17]([CH2:18][O:19][CH3:20])[C:16]3([CH3:33])[C:21]3[CH:26]=[C:25]([CH:27]([CH3:29])[CH3:28])[CH:24]=[C:23]([CH:30]([CH3:32])[CH3:31])[CH:22]=3)=[O:12])([CH2:6][CH2:7]1)[O:4][C:3]2=[O:34].COCC1[C@H](CO)C1(C)C1C=C(C(C)C)C=C(C(C)C)C=1.CCOC(C)=O. The catalyst is CCCCCC. The product is [CH3:1][C:2]12[C:8]([CH3:9])([CH3:10])[C:5]([C:11]([O:13][CH2:14][C@@H:15]3[C@@H:17]([CH2:18][O:19][CH3:20])[C@:16]3([CH3:33])[C:21]3[CH:26]=[C:25]([CH:27]([CH3:28])[CH3:29])[CH:24]=[C:23]([CH:30]([CH3:32])[CH3:31])[CH:22]=3)=[O:12])([CH2:6][CH2:7]1)[O:4][C:3]2=[O:34]. The yield is 0.410. (2) The reactants are [O:1]1[C:5]2[CH:6]=[CH:7][C:8]([CH2:10][O:11][C:12]3[N:21]=[CH:20][CH:19]=[CH:18][C:13]=3[C:14]([NH:16][NH2:17])=O)=[CH:9][C:4]=2[O:3][CH2:2]1.[O:22]1[C:27]2[CH:28]=[CH:29][C:30]([NH:32][C:33](=[NH:36])SC)=[CH:31][C:26]=2[O:25][CH2:24][CH2:23]1.C(N(CC)CC)C.O. The catalyst is N1C=CC=CC=1. The product is [O:1]1[C:5]2[CH:6]=[CH:7][C:8]([CH2:10][O:11][C:12]3[C:13]([C:14]4[NH:36][C:33]([NH:32][C:30]5[CH:29]=[CH:28][C:27]6[O:22][CH2:23][CH2:24][O:25][C:26]=6[CH:31]=5)=[N:17][N:16]=4)=[CH:18][CH:19]=[CH:20][N:21]=3)=[CH:9][C:4]=2[O:3][CH2:2]1. The yield is 0.400.